From a dataset of Forward reaction prediction with 1.9M reactions from USPTO patents (1976-2016). Predict the product of the given reaction. (1) Given the reactants [F:1][C:2]1[CH:7]=[CH:6][C:5]([CH:8]2[N:12]([S:13]([C:16]3[CH:21]=[CH:20][C:19]([CH3:22])=[CH:18][CH:17]=3)(=[O:15])=[O:14])[CH:11]([CH2:23][C:24]([NH:26][OH:27])=[NH:25])[CH2:10][CH2:9]2)=[CH:4][CH:3]=1.[CH:28]1([C:31](O)=O)[CH2:30][CH2:29]1, predict the reaction product. The product is: [CH:28]1([C:31]2[O:27][N:26]=[C:24]([CH2:23][CH:11]3[CH2:10][CH2:9][CH:8]([C:5]4[CH:6]=[CH:7][C:2]([F:1])=[CH:3][CH:4]=4)[N:12]3[S:13]([C:16]3[CH:21]=[CH:20][C:19]([CH3:22])=[CH:18][CH:17]=3)(=[O:14])=[O:15])[N:25]=2)[CH2:30][CH2:29]1. (2) Given the reactants C([O:4][CH2:5][C@@H:6]1[C@@H:11]([O:12]C(=O)C)[C@H:10]([OH:16])[C@H:9]([OH:17])[C@@H:8]([C:18]2[CH:23]=[CH:22][CH:21]=[C:20]([O:24][Si](C(C)(C)C)(C)C)[CH:19]=2)[O:7]1)(=O)C.Cl[C:33]1[S:34][C:35]2[CH:41]=[CH:40][CH:39]=[CH:38][C:36]=2[N:37]=1, predict the reaction product. The product is: [S:34]1[C:35]2[CH:41]=[CH:40][CH:39]=[CH:38][C:36]=2[N:37]=[C:33]1[O:24][C:20]1[CH:19]=[C:18]([C@@H:8]2[C@@H:9]([OH:17])[C@@H:10]([OH:16])[C@H:11]([OH:12])[C@@H:6]([CH2:5][OH:4])[O:7]2)[CH:23]=[CH:22][CH:21]=1. (3) Given the reactants Cl[S:2]([C:5]1[CH:6]=[C:7]([C:11]([O-:13])=[O:12])[N:8]([CH3:10])[CH:9]=1)(=[O:4])=[O:3].[CH3:14]N1C=C(S(=O)(=O)NC2(C)COC2)C=C1C(O)=O.CCN(C(C)C)C(C)C.[F:41][C:42]([F:46])([F:45])[CH2:43][NH2:44], predict the reaction product. The product is: [CH3:10][N:8]1[CH:9]=[C:5]([S:2](=[O:4])(=[O:3])[NH:44][CH2:43][C:42]([F:46])([F:45])[F:41])[CH:6]=[C:7]1[C:11]([O:13][CH3:14])=[O:12]. (4) Given the reactants [CH3:1][S:2](Cl)(=[O:4])=[O:3].Cl.[CH2:7]([O:9][C:10](=[O:20])[CH2:11][C:12]1[CH:17]=[CH:16][CH:15]=[C:14]([CH2:18][NH2:19])[CH:13]=1)[CH3:8].C(N(CC)CC)C.Cl, predict the reaction product. The product is: [CH2:7]([O:9][C:10](=[O:20])[CH2:11][C:12]1[CH:17]=[CH:16][CH:15]=[C:14]([CH2:18][NH:19][S:2]([CH3:1])(=[O:4])=[O:3])[CH:13]=1)[CH3:8]. (5) Given the reactants Cl[C:2]1[CH:7]=[CH:6][N:5]=[C:4]([C:8]([F:11])([F:10])[CH3:9])[CH:3]=1.[C:12]([NH2:19])([O:14][C:15]([CH3:18])([CH3:17])[CH3:16])=[O:13].CC(C1C=C(C(C)C)C(C2C=CC=CC=2P(C2CCCCC2)C2CCCCC2)=C(C(C)C)C=1)C, predict the reaction product. The product is: [F:10][C:8]([C:4]1[CH:3]=[C:2]([NH:19][C:12](=[O:13])[O:14][C:15]([CH3:18])([CH3:17])[CH3:16])[CH:7]=[CH:6][N:5]=1)([F:11])[CH3:9]. (6) Given the reactants [CH2:1]([O:8][C:9]([N:11]1[CH2:16][CH2:15][C:14]([CH2:18][C:19]2[CH:24]=[CH:23][CH:22]=[CH:21][CH:20]=2)(O)[CH2:13][CH2:12]1)=[O:10])[C:2]1[CH:7]=[CH:6][CH:5]=[CH:4][CH:3]=1.N1C=CC=CC=1.O=S(Cl)Cl.Cl, predict the reaction product. The product is: [CH2:1]([O:8][C:9]([N:11]1[CH2:12][CH:13]=[C:14]([CH2:18][C:19]2[CH:24]=[CH:23][CH:22]=[CH:21][CH:20]=2)[CH2:15][CH2:16]1)=[O:10])[C:2]1[CH:3]=[CH:4][CH:5]=[CH:6][CH:7]=1. (7) Given the reactants C([O:8][C:9]1[CH:18]=[CH:17][CH:16]=[C:15]2[C:10]=1[CH2:11][CH2:12][C:13]([CH2:19][N:20]([C:22]1[CH:27]=[N:26][C:25]([C:28]3[CH:33]=[CH:32][CH:31]=[CH:30][CH:29]=3)=[C:24]([C:34]3[CH:39]=[CH:38][CH:37]=[CH:36][CH:35]=3)[N:23]=1)[CH3:21])=[CH:14]2)C1C=CC=CC=1.C(O)C, predict the reaction product. The product is: [C:28]1([C:25]2[N:26]=[CH:27][C:22]([N:20]([CH2:19][CH:13]3[CH2:12][CH2:11][C:10]4[C:15](=[CH:16][CH:17]=[CH:18][C:9]=4[OH:8])[CH2:14]3)[CH3:21])=[N:23][C:24]=2[C:34]2[CH:39]=[CH:38][CH:37]=[CH:36][CH:35]=2)[CH:29]=[CH:30][CH:31]=[CH:32][CH:33]=1.